This data is from Tox21: 12 toxicity assays (nuclear receptors and stress response pathways). The task is: Binary classification across 12 toxicity assays. (1) The compound is Clc1ccccc1-c1ccccc1Cl. It tested positive (active) for: NR-ER (Estrogen Receptor agonist activity), NR-ER-LBD (Estrogen Receptor Ligand Binding Domain agonist), and SR-MMP (Mitochondrial Membrane Potential disruption). (2) The drug is C=CC(=C)CCC=C(C)C. It tested positive (active) for: SR-HSE (Heat Shock Element response). (3) The compound is CCC1CCC(CCC(=O)O)C1. It tested positive (active) for: NR-ER (Estrogen Receptor agonist activity). (4) The drug is Cc1ccc([N+](=O)[O-])cc1N. It tested positive (active) for: NR-AhR (Aryl hydrocarbon Receptor agonist activity). (5) The molecule is CCN(CC)N=O. It tested positive (active) for: NR-ER (Estrogen Receptor agonist activity). (6) The compound is CCOc1ccc2c(c1)C(C)CC(C)(C)N2. It tested positive (active) for: NR-AhR (Aryl hydrocarbon Receptor agonist activity).